From a dataset of KCNQ2 potassium channel screen with 302,405 compounds. Binary Classification. Given a drug SMILES string, predict its activity (active/inactive) in a high-throughput screening assay against a specified biological target. (1) The compound is O=C(NC(Cc1ccccc1)C(O)=O)C(NC(=O)N1c2c(NC(=O)C1)cccc2)C(C)C. The result is 0 (inactive). (2) The compound is s1c2c(CC(OC2)(C)C)c2c1ncnc2NN. The result is 0 (inactive). (3) The compound is S=C(Nc1c(OCC)cc(NC(=O)c2occc2)c(OCC)c1)NCc1occc1. The result is 0 (inactive). (4) The molecule is O=c1nc2n(c3c(c2n[nH]1)cccc3)C. The result is 0 (inactive). (5) The molecule is Fc1c(cccc1)C(O\N=C(/N)Cc1ccc([N+]([O-])=O)cc1)=O. The result is 0 (inactive). (6) The drug is Clc1ccc(n2nc(c(c(c2=O)C#N)C)C(OCC)=O)cc1. The result is 0 (inactive). (7) The compound is Clc1cc(NC(=O)Nn2c(n[nH]c2=S)Cc2ccc(OC)cc2)ccc1Cl. The result is 0 (inactive). (8) The molecule is O=c1n(nc(c2c1cccc2)c1ccc(cc1)C)CCC(=O)NCCOC. The result is 0 (inactive).